From a dataset of Human Reference Interactome with 51,813 positive PPI pairs across 8,248 proteins, plus equal number of experimentally-validated negative pairs. Binary Classification. Given two protein amino acid sequences, predict whether they physically interact or not. (1) Protein 1 (ENSG00000139144) has sequence MAYSWQTDPNPNESHEKQYEHQEFLFVNQPHSSSQVSLGFDQIVDEISGKIPHYESEIDENTFFVPTAPKWDSTGHSLNEAHQISLNEFTSKSRELSWHQVSKAPAIGFSPSVLPKPQNTNKECSWGSPIGKHHGADDSRFSILAPSFTSLDKINLEKELENENHNYHIGFESSIPPTNSSFSSDFMPKEENKRSGHVNIVEPSLMLLKGSLQPGMWESTWQKNIESIGCSIQLVEVPQSSNTSLASFCNKVKKIRERYHAADVNFNSGKIWSTTTAFPYQLFSKTKFNIHIFIDNSTQP.... Protein 2 (ENSG00000100897) has sequence MGSRNSSSAGSGSGDPSEGLPRRGAGLRRSEEEEEEDEDVDLAQRPSEVGAGRRCSKFTIHSGPLGLRGRE*MTELGMVVLGIDTTHLWMLPLTPGSWNSMRSRHKWNWPQGSWGLGGPPRSTAFLECCTSFLPNDLGFTDSYSQKAFCGIYSKDGQIFMSACQDQTIRLYDCRYGRFRKFKSIKARDVGWSVLDVAFTPDGNHFLYSSWSDYIHICNIYGEGDTHTALDLRPDERRFAVFSIAVSSDGREVLGGANDGCLYVFDREQNRRTLQIESHEDDVNAVAFADISSQILFSGGD.... Result: 0 (the proteins do not interact). (2) Protein 1 (ENSG00000096401) has sequence MPRIMIKGGVWRNTEDEILKAAVMKYGKNQWSRIASLLHRKSAKQCKARWYEWLDPSIKKTEWSREEEEKLLHLAKLMPTQWRTIAPIIGRTAAQCLEHYEFLLDKAAQRDNEEETTDDPRKLKPGEIDPNPETKPARPDPIDMDEDELEMLSEARARLANTQGKKAKRKAREKQLEEARRLAALQKRRELRAAGIEIQKKRKRKRGVDYNAEIPFEKKPALGFYDTSEENYQALDADFRKLRQQDLDGELRSEKEGRDRKKDKQHLKRKKESDLPSAILQTSGVSEFTKKRSKLVLPAP.... Result: 1 (the proteins interact). Protein 2 (ENSG00000171992) has sequence MEGYSEEASLLRHLEKVASEEEEVPLVVYLKENAALLTANGLHLSQNREAQQSSPAPPPAEVHSPAADVNQNLASPSATLTTPTSNSSHNPPATDVNQNPPATVVPQSLPLSSIQQNSSEAQLPSNGTGPASKPSTLCADGQPQAPAEEVRCSTLLIDKVSTPATTTSTFSREATLIPSSRPPASDFMSSSLLIDIQPNTLVVSADQEMSGRAAATTPTKVYSEVHFTLAKPPSVVNRTARPFGIQAPGGTSQMERSPMLERRHFGEKAPAPQPPSLPDRSPRPQRHIMSRSPMVERRMM.... (3) Protein 1 (ENSG00000087086) has sequence MSSQIRQNYSTDVEAAVNSLVNLYLQASYTYLSLGFYFDRDDVALEGVSHFFRELAEEKREGYERLLKMQNQRGGRALFQDIKKPAEDEWGKTPDAMKAAMALEKKLNQALLDLHALGSARTDPHLCDFLETHFLDEEVKLIKKMGDHLTNLHRLGGPEAGLGEYLFERLTLKHD*. Protein 2 (ENSG00000137806) has sequence MALVHKLLRGTYFLRKFSKPTSALYPFLGIRFAEYSSSLQKPVASPGKASSQRKTEGDLQGDHQKEVALDITSSEEKPDVSFDKAIRDEAIYHFRLLKDEIVDHWRGPEGHPLHEVLLEQAKVVWQFRGKEDLDKWTVTSDKTIGGRSEVFLKMGKNNQSALLYGTLSSEAPQDGESTRSGYCAMISRIPRGAFERKMSYDWSQFNTLYLRVRGDGRPWMVNIKEDTDFFQRTNQMYSYFMFTRGGPYWQEVKIPFSKFFFSNRGRIRDVQHELPLDKISSIGFTLADKVDGPFFLEIDF.... Result: 0 (the proteins do not interact). (4) Result: 0 (the proteins do not interact). Protein 1 (ENSG00000178235) has sequence MLLWILLLETSLCFAAGNVTGDVCKEKICSCNEIEGDLHVDCEKKGFTSLQRFTAPTSQFYHLFLHGNSLTRLFPNEFANFYNAVSLHMENNGLHEIVPGAFLGLQLVKRLHINNNKIKSFRKQTFLGLDDLEYLQADFNLLRDIDPGAFQDLNKLEVLILNDNLISTLPANVFQYVPITHLDLRGNRLKTLPYEEVLEQIPGIAEILLEDNPWDCTCDLLSLKEWLENIPKNALIGRVVCEAPTRLQGKDLNETTEQDLCPLKNRVDSSLPAPPAQEETFAPGPLPTPFKTNGQEDHAT.... Protein 2 (ENSG00000135365) has sequence MELQTLQEALKVEIQVHQKLVAQMKQDPQNADLKKQLHELQAKITALSEKQKRVVEQLRKNLIVKQEQPDKFQIQPLPQSENKLQTAQQQPLQQLQQQQQYHHHHAQQSAAASPNLTASQKTVTTASMITTKTLPLVLKAATATMPASVVGQRPTIAMVTAINSQKAVLSTDVQNTPVNLQTSSKVTGPGAEAVQIVAKNTVTLQVQATPPQPIKVPQFIPPPRLTPRPNFLPQVRPKPVAQNNIPIAPAPPPMLAAPQLIQRPVMLTKFTPTTLPTSQNSIHPVRVVNGQTATIAKTFP.... (5) Protein 1 (ENSG00000166595) has sequence MVGGGGVGGGLLENANPLIYQRSGERPVTAGEEDEQVPDSIDAREIFDLIRSINDPEHPLTLEELNVVEQVRVQVSDPESTVAVAFTPTIPHCSMATLIGLSIKVKLLRSLPQRFKMDVHITPGTHASEHAVNKQLADKERVAAALENTHLLEVVNQCLSARS*MVGGGGVGGGLLENANPLIYQRSGERPVTAGEEDEQ*DSIDAREIFDLIRSINDPEHPLTLEELNVVEQVRVQVSDPESTVAVAFTPTIPHCSMATLIGLSIKVKLLRSLPQRFKMDVHITPGTHASEHAVNKQLA.... Protein 2 (ENSG00000108671) has sequence MAAAAVVEFQRAQSLLSTDREASIDILHSIVKRDIQENDEEAVQVKEQSILELGSLLAKTGQAAELGGLLKYVRPFLNSISKAKAARLVRSLLDLFLDMEAATGQEVELCLECIEWAKSEKRTFLRQALEARLVSLYFDTKRYQEALHLGSQLLRELKKMDDKALLVEVQLLESKTYHALSNLPKARAALTSARTTANAIYCPPKLQATLDMQSGIIHAAEEKDWKTAYSYFYEAFEGYDSIDSPKAITSLKYMLLCKIMLNTPEDVQALVSGKLALRYAGRQTEALKCVAQASKNRSLA.... Result: 0 (the proteins do not interact). (6) Protein 1 (ENSG00000170293) has sequence MEEPQRARSHTVTTTASSFAENFSTSSSSFAYDREFLRTLPGFLIVAEIVLGLLVWTLIAGTEYFRVPAFGWVMFVAVFYWVLTVFFLIIYITMTYTRIPQVPWTTVGLCFNGSAFVLYLSAAVVDASSVSPERDSHNFNSWAASSFFAFLVTICYAGNTYFSFIAWRSRTIQ*MEEPQRARSHTVTTTASSFAENFSTSSSSFAYDREFLRTLPGFLIVAEIGLCFNGSAFVLYLSAAVVDASSVSPERDSHNFNSWAASSFFAFLVTICYAGNTYFSFIAWRSRTIQ*. Protein 2 (ENSG00000272602) has sequence MELVTFRDVAIEFSPEEWKCLDPAQQNLYRDVMLENYRNLVSLGFVISNPDLVTCLEQIKEPCNLKIHETAAKPPVVQHFWSLQF*MELVTFRDVAIEFSPEEWKCLDPAQQNLYRDVMLENYRNLVSLGFVISNPDLVTCLEQIKEPCNLKIHETAAKPPAICSPFSQDLSPVQGIEDSFHKLILKRYEKCGHENLQLRKGCKRVNECKVQKGVNNGVYQCLSTTQSKIFQCNTCVKVFSKFSNSNKHKIRHTGEKPFKCTECGRSFYMSHLTQHTGIHAGEKPYKCEKCGKAFNRSTS.... Result: 0 (the proteins do not interact). (7) Protein 1 (ENSG00000117525) has sequence METPAWPRVPRPETAVARTLLLGWVFAQVAGASGTTNTVAAYNLTWKSTNFKTILEWEPKPVNQVYTVQISTKSGDWKSKCFYTTDTECDLTDEIVKDVKQTYLARVFSYPAGNVESTGSAGEPLYENSPEFTPYLETNLGQPTIQSFEQVGTKVNVTVEDERTLVRRNNTFLSLRDVFGKDLIYTLYYWKSSSSGKKTAKTNTNEFLIDVDKGENYCFSVQAVIPSRTVNRKSTDSPVECMGQEKGEFREIFYIIGAVVFVVIILVIILAISLHKCRKAGVGQSWKENSPLNVS*METP.... Protein 2 (ENSG00000153802) has sequence MYRPARVTSTSRFLNPYVVCFIVVAGVVILAVTIALLVYFLAFDQKSYFYRSSFQLLNVEYNSQLNSPATQEYRTLSGRIESLITKTFKESNLRNQFIRAHVAKLRQDGSGVRADVVMKFQFTRNNNGASMKSRIESVLRQMLNNSGNLEINPSTEITSLTDQAAANWLINECGAGPDLITLSEQRILGGTEAEEGSWPWQVSLRLNNAHHCGGSLINNMWILTAAHCFRSNSNPRDWIATSGISTTFPKLRMRVRNILIHNNYKSATHENDIALVRLENSVTFTKDIHSVCLPAATQNI.... Result: 0 (the proteins do not interact). (8) Protein 1 (ENSG00000136143) has sequence MAASMFYGRLVAVATLRNHRPRTAQRAAAQGPVLIGSSHGGVNIEDVAAESPEAIIKEPIDIEEGIKKEQALQLAQKMGFPPNIVESAAENMVKLYSLFLKYDATMIEINPMVEDSDGAVLCMDAKINFDSNSAYRQKKIFDLQDWTQEDERDKSGRGHPSEPPASDGPAGCCSGSKDVVIKAQVLAGGRGKGTFESGLKGGVKIVFSPEEAKAVSSQMIGKKLFTKQTGEKGRICNQVLVCERKYPRREYYFAITMERSFQGPVLIGSSHGGVNIEDVAAESPEAIIKEPIDIEEGIKK.... Protein 2 (ENSG00000188558) has sequence MEETNNSSEKGFLLLGFSDQPQLERFLFAIILYFYVLSLLGNTALILVCCLDSRLHTPMYFFLSNLSCVDICFTTSVAPQLLVTMNKKDKTMSYGGCVAQLYVAMGLGSSECILLAVMAYDRYAAVCRPLRYIAIMHPRFCASLAGGAWLSGLITSLIQCSLTVQLPLCGHRTLDHIFCEVPVLIKLACVDTTFNEAELFVASVVFLIVPVLLILVSYGFITQAVLRIKSAAGRQKAFGTCSSHLVVVIIFYGTIIFMYLQPANRRSKNQGKFVSLFYTIVTPLLNPIIYTLRNKDVKGA.... Result: 0 (the proteins do not interact).